Dataset: Forward reaction prediction with 1.9M reactions from USPTO patents (1976-2016). Task: Predict the product of the given reaction. (1) Given the reactants [CH3:1][C:2]1([CH3:10])[O:7][C:6]([CH3:9])([CH3:8])[CH2:5][NH:4][CH2:3]1.[CH2:11]([O:18][CH2:19][CH:20]=O)[C:12]1[CH:17]=[CH:16][CH:15]=[CH:14][CH:13]=1.C(O[BH-](OC(=O)C)OC(=O)C)(=O)C.[Na+].[OH-].[Na+], predict the reaction product. The product is: [CH2:11]([O:18][CH2:19][CH2:20][N:4]1[CH2:5][C:6]([CH3:9])([CH3:8])[O:7][C:2]([CH3:10])([CH3:1])[CH2:3]1)[C:12]1[CH:17]=[CH:16][CH:15]=[CH:14][CH:13]=1. (2) The product is: [Cl:1][C:2]1[CH:3]=[CH:4][C:5]([S:8]([C:11]2([C:27]3[CH:32]=[C:31]([F:33])[CH:30]=[CH:29][C:28]=3[F:34])[CH2:16][CH2:15][CH:14]([CH2:17][C:18]([C:20]3[O:21][CH:22]=[CH:23][C:24]=3[CH2:25][N:35]3[CH2:40][CH2:39][O:38][CH2:37][CH2:36]3)=[O:19])[CH2:13][CH2:12]2)(=[O:10])=[O:9])=[CH:6][CH:7]=1. Given the reactants [Cl:1][C:2]1[CH:7]=[CH:6][C:5]([S:8]([C:11]2([C:27]3[CH:32]=[C:31]([F:33])[CH:30]=[CH:29][C:28]=3[F:34])[CH2:16][CH2:15][CH:14]([CH2:17][C:18]([C:20]3[O:21][CH:22]=[CH:23][C:24]=3[CH:25]=O)=[O:19])[CH2:13][CH2:12]2)(=[O:10])=[O:9])=[CH:4][CH:3]=1.[NH:35]1[CH2:40][CH2:39][O:38][CH2:37][CH2:36]1.C([BH3-])#N.[Na+].Cl, predict the reaction product.